Dataset: Catalyst prediction with 721,799 reactions and 888 catalyst types from USPTO. Task: Predict which catalyst facilitates the given reaction. (1) Reactant: [C:1]([C:3]1[CH:8]=[CH:7][C:6]([C:9]2[N:14]3[N:15]=[C:16]([C:18]4([C:21]([OH:23])=O)[CH2:20][CH2:19]4)[N:17]=[C:13]3[C:12]([O:24][CH3:25])=[CH:11][CH:10]=2)=[CH:5][CH:4]=1)#[N:2].C(Cl)(=O)C(Cl)=O.C[N:33](C=O)C. Product: [C:1]([C:3]1[CH:4]=[CH:5][C:6]([C:9]2[N:14]3[N:15]=[C:16]([C:18]4([C:21]([NH2:33])=[O:23])[CH2:20][CH2:19]4)[N:17]=[C:13]3[C:12]([O:24][CH3:25])=[CH:11][CH:10]=2)=[CH:7][CH:8]=1)#[N:2]. The catalyst class is: 2. (2) Reactant: [C:1]1([C@@H:7]([CH2:14][C:15]2[CH:20]=[CH:19][C:18]([O:21][CH2:22][CH2:23][CH2:24][NH2:25])=[CH:17][CH:16]=2)[CH2:8][C:9]([O:11][CH2:12][CH3:13])=[O:10])[CH:6]=[CH:5][CH:4]=[CH:3][CH:2]=1.Br[C:27]1[N:32]=[CH:31][CH:30]=[CH:29][N:28]=1.C([O-])(O)=O.[Na+]. Product: [C:1]1([C@@H:7]([CH2:14][C:15]2[CH:20]=[CH:19][C:18]([O:21][CH2:22][CH2:23][CH2:24][NH:25][C:27]3[N:32]=[CH:31][CH:30]=[CH:29][N:28]=3)=[CH:17][CH:16]=2)[CH2:8][C:9]([O:11][CH2:12][CH3:13])=[O:10])[CH:2]=[CH:3][CH:4]=[CH:5][CH:6]=1. The catalyst class is: 14. (3) Reactant: [CH2:1]([O:4][C:5]1[CH:14]=[C:13]2[C:8]([C:9](=[O:17])[CH2:10][C:11]([CH3:16])([CH3:15])[O:12]2)=[C:7]([OH:18])[CH:6]=1)[CH:2]=[CH2:3].[C:19](=O)([O-])[O-].[K+].[K+].IC. Product: [CH2:1]([O:4][C:5]1[CH:14]=[C:13]2[C:8]([C:9](=[O:17])[CH2:10][C:11]([CH3:15])([CH3:16])[O:12]2)=[C:7]([O:18][CH3:19])[CH:6]=1)[CH:2]=[CH2:3]. The catalyst class is: 42. (4) Reactant: [F:8][C:7]([F:10])([F:9])[C:6](O[C:6](=[O:11])[C:7]([F:10])([F:9])[F:8])=[O:11].[C:14]1([C@@H:20]([CH3:23])[CH2:21][NH2:22])[CH:19]=[CH:18][CH:17]=[CH:16][CH:15]=1.CS(O)(=O)=O.[Br:29]N1C(C)(C)C(=O)N(Br)C1=O. Product: [Br:29][C:17]1[CH:18]=[CH:19][C:14]([C@@H:20]([CH3:23])[CH2:21][NH:22][C:6](=[O:11])[C:7]([F:8])([F:9])[F:10])=[CH:15][CH:16]=1. The catalyst class is: 2. (5) Reactant: [C:1]([C:5]1[CH:34]=[CH:33][C:8]([CH2:9][N:10]([CH2:31][CH3:32])[C:11](=[O:30])[CH2:12][O:13][C:14]2[CH:19]=[CH:18][C:17]([CH2:20][C@H:21]([O:27][CH2:28][CH3:29])[C:22]([O:24]CC)=[O:23])=[CH:16][CH:15]=2)=[CH:7][CH:6]=1)([CH3:4])([CH3:3])[CH3:2].[Li+].[OH-].Cl. Product: [C:1]([C:5]1[CH:6]=[CH:7][C:8]([CH2:9][N:10]([CH2:31][CH3:32])[C:11](=[O:30])[CH2:12][O:13][C:14]2[CH:15]=[CH:16][C:17]([CH2:20][C@H:21]([O:27][CH2:28][CH3:29])[C:22]([OH:24])=[O:23])=[CH:18][CH:19]=2)=[CH:33][CH:34]=1)([CH3:2])([CH3:3])[CH3:4]. The catalyst class is: 1. (6) Reactant: [CH:1]1([CH2:4][C@H:5]([C@H:16]([CH2:24][CH:25]2[CH2:27][CH2:26]2)[C:17]([O:19][C:20]([CH3:23])([CH3:22])[CH3:21])=[O:18])[C:6]([O:8]CC2C=CC=CC=2)=[O:7])[CH2:3][CH2:2]1. Product: [C:20]([O:19][C:17](=[O:18])[C@@H:16]([CH2:24][CH:25]1[CH2:26][CH2:27]1)[C@@H:5]([CH2:4][CH:1]1[CH2:2][CH2:3]1)[C:6]([OH:8])=[O:7])([CH3:23])([CH3:21])[CH3:22]. The catalyst class is: 19.